From a dataset of Catalyst prediction with 721,799 reactions and 888 catalyst types from USPTO. Predict which catalyst facilitates the given reaction. (1) Reactant: CN(C)/[N:3]=[CH:4]/[C:5](=O)[C:6]([F:9])([F:8])[F:7].C([O-])(=O)C.[NH4+:16].[CH:17]1([C:20]2[C:21]([N:38]([CH2:43][CH2:44][CH:45]([CH3:47])[CH3:46])[S:39]([CH3:42])(=[O:41])=[O:40])=[CH:22][C:23]3[O:27][C:26]([C:28]4[CH:33]=[CH:32][C:31]([F:34])=[CH:30][CH:29]=4)=[C:25]([CH:35]=O)[C:24]=3[CH:37]=2)[CH2:19][CH2:18]1.C(OCC)(=O)C.C(Cl)Cl. Product: [CH:17]1([C:20]2[C:21]([N:38]([CH2:43][CH2:44][CH:45]([CH3:47])[CH3:46])[S:39]([CH3:42])(=[O:40])=[O:41])=[CH:22][C:23]3[O:27][C:26]([C:28]4[CH:33]=[CH:32][C:31]([F:34])=[CH:30][CH:29]=4)=[C:25]([C:35]4[NH:3][CH:4]=[C:5]([C:6]([F:7])([F:8])[F:9])[N:16]=4)[C:24]=3[CH:37]=2)[CH2:19][CH2:18]1. The catalyst class is: 342. (2) Reactant: [NH2:1][CH:2]([CH2:5][CH3:6])[CH2:3][OH:4].[CH2:7]=[C:8]1[O:12][C:10](=[O:11])[CH2:9]1. Product: [OH:4][CH2:3][CH:2]([NH:1][C:10](=[O:11])[CH2:9][C:8](=[O:12])[CH3:7])[CH2:5][CH3:6]. The catalyst class is: 7.